Dataset: Forward reaction prediction with 1.9M reactions from USPTO patents (1976-2016). Task: Predict the product of the given reaction. (1) Given the reactants [CH2:1]1[CH:6]2[CH2:7][C:8]3([NH2:11])[CH2:10][CH:4]([CH2:5]2)[CH2:3][CH:2]1[CH2:9]3.[S:12]1[CH:16]=[CH:15][CH:14]=[C:13]1[C:17]1[N:22]=[CH:21][C:20]([CH:23]=O)=[CH:19][N:18]=1, predict the reaction product. The product is: [S:12]1[CH:16]=[CH:15][CH:14]=[C:13]1[C:17]1[N:18]=[CH:19][C:20]([CH2:23][NH:11][C:8]23[CH2:10][CH:4]4[CH2:5][CH:6]([CH2:1][CH:2]([CH2:3]4)[CH2:9]2)[CH2:7]3)=[CH:21][N:22]=1. (2) Given the reactants [H-].[Na+].[C:3]([CH:5]1[CH2:11][C:10]2([C:16]3[CH:21]=[CH:20][CH:19]=[CH:18][CH:17]=3)[N:12]([CH2:13][CH:14]=[CH2:15])[CH:6]1[CH2:7][CH2:8][CH:9]2[OH:22])#[N:4].[F:23][C:24]([F:38])([F:37])[C:25]1[CH:26]=[C:27]([CH:30]=[C:31]([C:33]([F:36])([F:35])[F:34])[CH:32]=1)[CH2:28]Br.C1OCCOCCOCCOCCOCCOC1, predict the reaction product. The product is: [F:23][C:24]([F:37])([F:38])[C:25]1[CH:26]=[C:27]([CH2:28][O:22][C@@H:9]2[CH2:8][CH2:7][C@@H:6]3[N:12]([CH2:13][CH:14]=[CH2:15])[C@@:10]2([C:16]2[CH:21]=[CH:20][CH:19]=[CH:18][CH:17]=2)[CH2:11][C@H:5]3[C:3]#[N:4])[CH:30]=[C:31]([C:33]([F:34])([F:35])[F:36])[CH:32]=1. (3) Given the reactants [N:1]1([C:7]([C:9]2[CH:14]=[CH:13][C:12]([C:15]3[CH:16]=[CH:17][C:18]4[N:19]([C:21]([C:24]#[C:25][C:26]5[C:31]([C:32]([F:35])([F:34])[F:33])=[CH:30][N:29]=[C:28]6[N:36](C(OC(C)(C)C)=O)[CH:37]=[CH:38][C:27]=56)=[CH:22][N:23]=4)[N:20]=3)=[CH:11][CH:10]=2)=[O:8])[CH2:6][CH2:5][O:4][CH2:3][CH2:2]1.C(O)(C(F)(F)F)=O, predict the reaction product. The product is: [O:4]1[CH2:3][CH2:2][N:1]([C:7]([C:9]2[CH:10]=[CH:11][C:12]([C:15]3[CH:16]=[CH:17][C:18]4[N:19]([C:21]([C:24]#[C:25][C:26]5[C:31]([C:32]([F:33])([F:35])[F:34])=[CH:30][N:29]=[C:28]6[NH:36][CH:37]=[CH:38][C:27]=56)=[CH:22][N:23]=4)[N:20]=3)=[CH:13][CH:14]=2)=[O:8])[CH2:6][CH2:5]1. (4) Given the reactants Cl[CH2:2][C:3]([C:5]1[CH:6]=[N:7][C:8]([N:11]2[C:15]([CH3:16])=[CH:14][CH:13]=[C:12]2[CH3:17])=[CH:9][CH:10]=1)=[O:4].[BH4-].[Na+].[OH-].[Na+], predict the reaction product. The product is: [CH3:17][C:12]1[N:11]([C:8]2[CH:9]=[CH:10][C:5]([CH:3]3[CH2:2][O:4]3)=[CH:6][N:7]=2)[C:15]([CH3:16])=[CH:14][CH:13]=1.